Dataset: Catalyst prediction with 721,799 reactions and 888 catalyst types from USPTO. Task: Predict which catalyst facilitates the given reaction. (1) Reactant: [F:1][C:2]1[CH:3]=[C:4]([C:9](=[O:21])[CH2:10][CH2:11][C:12](=[O:20])[CH2:13][CH2:14][C:15]([O:17][CH2:18][CH3:19])=[O:16])[CH:5]=[CH:6][C:7]=1F.[NH:22]1[CH:26]=[CH:25][N:24]=[CH:23]1.N1C=CC=CC=1. The catalyst class is: 58. Product: [F:1][C:2]1[CH:3]=[C:4]([C:9](=[O:21])[CH2:10][CH2:11][C:12](=[O:20])[CH2:13][CH2:14][C:15]([O:17][CH2:18][CH3:19])=[O:16])[CH:5]=[CH:6][C:7]=1[N:22]1[CH:26]=[CH:25][N:24]=[CH:23]1. (2) Reactant: [Br:1][C:2]1[CH:7]=[CH:6][C:5]([CH:8]2[S:14][CH2:13][C:12](=O)[NH:11][C:10]3[N:16]([CH3:25])[N:17]=[C:18]([C:19]4[CH:24]=[CH:23][CH:22]=[CH:21][N:20]=4)[C:9]2=3)=[C:4]([CH3:26])[CH:3]=1.B.C1COCC1.Cl.[OH-].[Na+]. Product: [Br:1][C:2]1[CH:7]=[CH:6][C:5]([CH:8]2[S:14][CH2:13][CH2:12][NH:11][C:10]3[N:16]([CH3:25])[N:17]=[C:18]([C:19]4[CH:24]=[CH:23][CH:22]=[CH:21][N:20]=4)[C:9]2=3)=[C:4]([CH3:26])[CH:3]=1. The catalyst class is: 1. (3) Reactant: [F:1][C:2]([F:23])([F:22])[S:3]([O:6][C:7]1[C:16]2[C:11](=[CH:12][C:13]([F:17])=[CH:14][CH:15]=2)[N:10]([CH2:18][CH:19]=O)[C:9](=[O:21])[CH:8]=1)(=[O:5])=[O:4].[O:24]1[C:33]2[CH:32]=[C:31]([CH2:34][N:35]([CH:43]3[CH2:48][CH2:47][NH:46][CH2:45][CH2:44]3)[C:36](=[O:42])[O:37][C:38]([CH3:41])([CH3:40])[CH3:39])[N:30]=[CH:29][C:28]=2[O:27][CH2:26][CH2:25]1.S([O-])([O-])(=O)=O.[Na+].[Na+].C(O[BH-](OC(=O)C)OC(=O)C)(=O)C.[Na+]. Product: [F:23][C:2]([F:1])([F:22])[S:3]([O:6][C:7]1[C:16]2[C:11](=[CH:12][C:13]([F:17])=[CH:14][CH:15]=2)[N:10]([CH2:18][CH2:19][N:46]2[CH2:47][CH2:48][CH:43]([N:35]([CH2:34][C:31]3[N:30]=[CH:29][C:28]4[O:27][CH2:26][CH2:25][O:24][C:33]=4[CH:32]=3)[C:36]([O:37][C:38]([CH3:41])([CH3:40])[CH3:39])=[O:42])[CH2:44][CH2:45]2)[C:9](=[O:21])[CH:8]=1)(=[O:5])=[O:4]. The catalyst class is: 56. (4) Reactant: O[C:2]1[CH:11]=[C:10](C(OC)=O)[C:9](O)=[CH:8][C:3]=1[C:4](OC)=O.Br[CH2:18][CH2:19][CH2:20][CH2:21][CH2:22][CH2:23][CH2:24][CH2:25][CH2:26][CH2:27][CH2:28][CH3:29].[C:30](=[O:33])([O-])[O-].[K+].[K+].O. Product: [CH2:18]([O:33][CH2:30][CH2:11][CH2:2][CH2:3][CH2:4][CH2:2][CH2:11][CH2:10][CH2:9][CH2:8][CH2:3][CH3:4])[CH2:19][CH2:20][CH2:21][CH2:22][CH2:23][CH2:24][CH2:25][CH2:26][CH2:27][CH2:28][CH3:29]. The catalyst class is: 3. (5) Reactant: [CH3:1]C([O-])(C)C.[K+].[CH2:7]([N:14]1[CH2:19][CH2:18][C:17](=O)[CH:16]([CH3:21])[CH2:15]1)[C:8]1[CH:13]=[CH:12][CH:11]=[CH:10][CH:9]=1.[NH4+].[Cl-]. Product: [CH2:7]([N:14]1[CH2:19][CH2:18][C:17](=[CH2:1])[CH:16]([CH3:21])[CH2:15]1)[C:8]1[CH:13]=[CH:12][CH:11]=[CH:10][CH:9]=1. The catalyst class is: 307. (6) Reactant: C([O:5][C:6](=[O:19])[CH2:7][C:8]1[CH:13]=[CH:12][C:11]([C:14]([F:17])([F:16])[F:15])=[CH:10][C:9]=1[Cl:18])(C)(C)C.Cl. Product: [Cl:18][C:9]1[CH:10]=[C:11]([C:14]([F:17])([F:16])[F:15])[CH:12]=[CH:13][C:8]=1[CH2:7][C:6]([OH:19])=[O:5]. The catalyst class is: 440.